From a dataset of Forward reaction prediction with 1.9M reactions from USPTO patents (1976-2016). Predict the product of the given reaction. (1) Given the reactants [H-].[Na+].[N+:3]([C:6]1[CH:14]=[CH:13][C:12]2[NH:11][CH:10]3[CH2:15][CH2:16][N:17]([C:19]([O:21][C:22]([CH3:25])([CH3:24])[CH3:23])=[O:20])[CH2:18][CH:9]3[C:8]=2[CH:7]=1)([O-:5])=[O:4].[CH3:26][S:27](Cl)(=[O:29])=[O:28], predict the reaction product. The product is: [CH3:26][S:27]([N:11]1[C:12]2[CH:13]=[CH:14][C:6]([N+:3]([O-:5])=[O:4])=[CH:7][C:8]=2[CH:9]2[CH2:18][N:17]([C:19]([O:21][C:22]([CH3:25])([CH3:24])[CH3:23])=[O:20])[CH2:16][CH2:15][CH:10]12)(=[O:29])=[O:28]. (2) Given the reactants [NH2:1][C:2]1[N:7]=[CH:6][C:5]([C:8]2[N:9]=[C:10]([N:27]3[CH2:32][CH2:31][O:30][CH2:29][CH2:28]3)[C:11]3[S:16][C:15]([C:17]4[CH:18]=[C:19]([CH:23]=[CH:24][CH:25]=4)[C:20]([OH:22])=O)=[C:14]([CH3:26])[C:12]=3[N:13]=2)=[CH:4][N:3]=1.[S:33]1[CH:37]=[CH:36][N:35]=[C:34]1[N:38]1[CH2:43][CH2:42][NH:41][CH2:40][CH2:39]1, predict the reaction product. The product is: [NH2:1][C:2]1[N:3]=[CH:4][C:5]([C:8]2[N:9]=[C:10]([N:27]3[CH2:32][CH2:31][O:30][CH2:29][CH2:28]3)[C:11]3[S:16][C:15]([C:17]4[CH:18]=[C:19]([C:20]([N:41]5[CH2:42][CH2:43][N:38]([C:34]6[S:33][CH:37]=[CH:36][N:35]=6)[CH2:39][CH2:40]5)=[O:22])[CH:23]=[CH:24][CH:25]=4)=[C:14]([CH3:26])[C:12]=3[N:13]=2)=[CH:6][N:7]=1. (3) Given the reactants [F:1][CH2:2][O:3][C:4]1[CH:5]=[C:6]([C:10]2[N:11]=[C:12]3[CH:17]=[C:16]([NH2:18])[N:15]=[CH:14][N:13]3[CH:19]=2)[CH:7]=[CH:8][CH:9]=1.[N:20]1([C:24]([C:26]2[CH:27]=[N:28][N:29]([CH3:34])[C:30]=2[C:31](O)=[O:32])=[O:25])[CH2:23][CH2:22][CH2:21]1.CCN(C(C)C)C(C)C.C([O-])(O)=O.[Na+], predict the reaction product. The product is: [N:20]1([C:24]([C:26]2[CH:27]=[N:28][N:29]([CH3:34])[C:30]=2[C:31]([NH:18][C:16]2[CH:17]=[CH:12][N:13]3[CH:19]=[C:10]([C:6]4[CH:7]=[CH:8][CH:9]=[C:4]([O:3][CH2:2][F:1])[CH:5]=4)[N:11]=[C:14]3[N:15]=2)=[O:32])=[O:25])[CH2:21][CH2:22][CH2:23]1. (4) Given the reactants [Br-].[Li+].[Br-].[CH2:4]([O:6][C:7](=[O:14])[CH2:8][CH2:9][CH2:10][CH2:11][CH2:12][Zn+])[CH3:5].Cl[C:16]1[N:25]=[C:24]2[C:19]([CH:20]=[C:21]([C:32]3[CH:37]=[CH:36][CH:35]=[CH:34][CH:33]=3)[C:22]([C:26]3[CH:31]=[CH:30][CH:29]=[CH:28][CH:27]=3)=[N:23]2)=[CH:18][CH:17]=1.CN1C(=O)N(C)CC1, predict the reaction product. The product is: [C:32]1([C:21]2[CH:20]=[C:19]3[C:24](=[N:23][C:22]=2[C:26]2[CH:31]=[CH:30][CH:29]=[CH:28][CH:27]=2)[N:25]=[C:16]([CH2:12][CH2:11][CH2:10][CH2:9][CH2:8][C:7]([O:6][CH2:4][CH3:5])=[O:14])[CH:17]=[CH:18]3)[CH:33]=[CH:34][CH:35]=[CH:36][CH:37]=1. (5) Given the reactants [NH2:1][C:2]1[CH:10]=[CH:9][C:5]2[N:6]=[CH:7][NH:8][C:4]=2[CH:3]=1.[C:11]1([C:19]2[CH:24]=[CH:23][CH:22]=[CH:21][CH:20]=2)[CH:16]=[CH:15][CH:14]=[C:13]([CH:17]=O)[CH:12]=1.[Si](C#N)(C)(C)C.[N:31]1([C:36](N2C=CN=C2)=[O:37])C=CN=[CH:32]1, predict the reaction product. The product is: [NH:6]1[C:5]2[CH:9]=[CH:10][C:2]([N:1]3[CH:17]([C:13]4[CH:14]=[CH:15][CH:16]=[C:11]([C:19]5[CH:24]=[CH:23][CH:22]=[CH:21][CH:20]=5)[CH:12]=4)[CH2:32][NH:31][C:36]3=[O:37])=[CH:3][C:4]=2[N:8]=[CH:7]1. (6) Given the reactants [CH:1]1[CH:2]=[CH:3][C:4]2[S:9][CH:8]=[CH:7][C:5]=2[CH:6]=1.C(O[C:15](=O)[NH:16][C@H:17]1[CH2:22][CH2:21][C@H:20]([C:23](=[O:28])N(OC)C)[CH2:19][CH2:18]1)(C)(C)C.[O:30]=[C:31]1[NH:36][C:35]2[CH:37]=[C:38](C=O)[CH:39]=[CH:40][C:34]=2[O:33][CH2:32]1, predict the reaction product. The product is: [S:9]1[C:8]([C:23]([C@H:20]2[CH2:19][CH2:18][C@H:17]([NH:16][CH2:15][C:38]3[CH:39]=[CH:40][C:34]4[O:33][CH2:32][C:31](=[O:30])[NH:36][C:35]=4[CH:37]=3)[CH2:22][CH2:21]2)=[O:28])=[CH:7][C:5]2[CH:6]=[CH:1][CH:2]=[CH:3][C:4]1=2.